Predict which catalyst facilitates the given reaction. From a dataset of Catalyst prediction with 721,799 reactions and 888 catalyst types from USPTO. Reactant: Cl[C:2]1[C:11]2=[N:12][N:13](CC3C=CC(OC)=CC=3)[CH:14]=[C:10]2[C:9]2[CH:8]=[C:7]([O:24][CH3:25])[CH:6]=[CH:5][C:4]=2[N:3]=1.[CH3:26][N:27]([CH3:35])[C:28]1[CH:33]=[CH:32][CH:31]=[C:30]([NH2:34])[CH:29]=1.Cl. Product: [CH3:25][O:24][C:7]1[CH:6]=[CH:5][C:4]2[N:3]=[C:2]([NH:34][C:30]3[CH:31]=[CH:32][CH:33]=[C:28]([N:27]([CH3:35])[CH3:26])[CH:29]=3)[C:11]3=[N:12][NH:13][CH:14]=[C:10]3[C:9]=2[CH:8]=1. The catalyst class is: 71.